Dataset: Full USPTO retrosynthesis dataset with 1.9M reactions from patents (1976-2016). Task: Predict the reactants needed to synthesize the given product. (1) Given the product [Cl:1][C:2]1[CH:3]=[N:4][C:5]2[N:6]([N:8]=[C:9]([C:11]([N:27]3[CH2:26][CH2:25][N:24]4[CH:29]=[C:21]([C:18]5[CH:19]=[N:20][C:15]([F:14])=[CH:16][CH:17]=5)[N:22]=[C:23]4[CH2:28]3)=[O:13])[CH:10]=2)[CH:7]=1, predict the reactants needed to synthesize it. The reactants are: [Cl:1][C:2]1[CH:3]=[N:4][C:5]2[N:6]([N:8]=[C:9]([C:11]([OH:13])=O)[CH:10]=2)[CH:7]=1.[F:14][C:15]1[N:20]=[CH:19][C:18]([C:21]2[N:22]=[C:23]3[CH2:28][NH:27][CH2:26][CH2:25][N:24]3[CH:29]=2)=[CH:17][CH:16]=1. (2) Given the product [C:1]([O:5][C:6](=[O:47])[NH:7][C@H:8]([C@@H:28]1[O:32][C:31](=[O:33])[N:30]([C:34]2([C:37]3[CH:42]=[CH:41][CH:40]=[C:39]([C:43]([CH3:46])([CH3:45])[CH3:44])[CH:38]=3)[CH2:35][CH2:36]2)[CH2:29]1)[CH2:9][C:10]1[CH:15]=[CH:14][C:13]([NH:16][C:17](=[O:22])[C:18]([F:19])([F:20])[F:21])=[C:12]([CH2:23][CH2:24][CH2:25][CH2:26][CH3:27])[CH:11]=1)([CH3:2])([CH3:3])[CH3:4], predict the reactants needed to synthesize it. The reactants are: [C:1]([O:5][C:6](=[O:47])[NH:7][C@H:8]([C@@H:28]1[O:32][C:31](=[O:33])[N:30]([C:34]2([C:37]3[CH:42]=[CH:41][CH:40]=[C:39]([C:43]([CH3:46])([CH3:45])[CH3:44])[CH:38]=3)[CH2:36][CH2:35]2)[CH2:29]1)[CH2:9][C:10]1[CH:15]=[CH:14][C:13]([NH:16][C:17](=[O:22])[C:18]([F:21])([F:20])[F:19])=[C:12]([C:23]#[C:24][CH2:25][CH2:26][CH3:27])[CH:11]=1)([CH3:4])([CH3:3])[CH3:2].CCCCCC.CCOC(C)=O.N. (3) Given the product [CH2:12]([O:19][C:20]1[CH:21]=[CH:22][C:23]([N:26]2[CH2:27][CH2:28][N:29]([C:32](=[O:35])[CH2:33][NH:34][C:8](=[O:10])[C:5]3[CH:6]=[CH:7][C:2]([Br:1])=[N:3][CH:4]=3)[CH2:30][CH2:31]2)=[CH:24][CH:25]=1)[C:13]1[CH:14]=[CH:15][CH:16]=[CH:17][CH:18]=1, predict the reactants needed to synthesize it. The reactants are: [Br:1][C:2]1[CH:7]=[CH:6][C:5]([C:8]([OH:10])=O)=[CH:4][N:3]=1.[Cl-].[CH2:12]([O:19][C:20]1[CH:25]=[CH:24][C:23]([N:26]2[CH2:31][CH2:30][N:29]([C:32](=[O:35])[CH2:33][NH3+:34])[CH2:28][CH2:27]2)=[CH:22][CH:21]=1)[C:13]1[CH:18]=[CH:17][CH:16]=[CH:15][CH:14]=1.C1CN([P+](ON2N=NC3C=CC=CC2=3)(N2CCCC2)N2CCCC2)CC1.F[P-](F)(F)(F)(F)F.C(N(C(C)C)C(C)C)C. (4) The reactants are: [N+:1]([C:4]1[CH:5]=[N:6][CH:7]=[CH:8][C:9]=1[CH:10](C(OCC)=O)[C:11]([O:13][C:14](C)(C)[CH3:15])=[O:12])([O-:3])=[O:2].C(O)(C(F)(F)F)=O. Given the product [N+:1]([C:4]1[CH:5]=[N:6][CH:7]=[CH:8][C:9]=1[CH2:10][C:11]([O:13][CH2:14][CH3:15])=[O:12])([O-:3])=[O:2], predict the reactants needed to synthesize it. (5) Given the product [CH3:8][C:6]1[S:7][C:3]([CH2:2][N:18]2[CH2:19][CH2:20][CH:15]([C:9]3[CH:14]=[CH:13][CH:12]=[CH:11][CH:10]=3)[CH2:16][CH2:17]2)=[CH:4][N:5]=1, predict the reactants needed to synthesize it. The reactants are: Cl[CH2:2][C:3]1[S:7][C:6]([CH3:8])=[N:5][CH:4]=1.[C:9]1([CH:15]2[CH2:20][CH2:19][NH:18][CH2:17][CH2:16]2)[CH:14]=[CH:13][CH:12]=[CH:11][CH:10]=1.CCN(C(C)C)C(C)C. (6) Given the product [NH2:1][C:2]1[CH:7]=[CH:6][C:5]([C:8]2([C:16]#[N:17])[CH2:13][CH2:12][S:11](=[O:15])(=[O:14])[CH2:10][CH2:9]2)=[CH:4][C:3]=1[C:23]1[CH2:24][CH2:25][C:20]([CH3:35])([CH3:19])[CH2:21][CH:22]=1, predict the reactants needed to synthesize it. The reactants are: [NH2:1][C:2]1[CH:7]=[CH:6][C:5]([C:8]2([C:16]#[N:17])[CH2:13][CH2:12][S:11](=[O:15])(=[O:14])[CH2:10][CH2:9]2)=[CH:4][C:3]=1Br.[CH3:19][C:20]1([CH3:35])[CH2:25][CH2:24][C:23](B2OC(C)(C)C(C)(C)O2)=[CH:22][CH2:21]1.C([O-])([O-])=O.[Na+].[Na+]. (7) Given the product [C:21]([O:20][C:18]([N:25]1[CH2:28][C:27]([C:5]2[C:4]([CH2:9][OH:10])=[CH:3][C:2]([Br:1])=[CH:7][N:6]=2)([OH:29])[CH2:26]1)=[O:19])([CH3:24])([CH3:22])[CH3:23], predict the reactants needed to synthesize it. The reactants are: [Br:1][C:2]1[CH:3]=[C:4]([CH2:9][OH:10])[C:5](I)=[N:6][CH:7]=1.C([Mg]Cl)(C)C.[Li+].[Cl-].[C:18]([N:25]1[CH2:28][C:27](=[O:29])[CH2:26]1)([O:20][C:21]([CH3:24])([CH3:23])[CH3:22])=[O:19].